This data is from Forward reaction prediction with 1.9M reactions from USPTO patents (1976-2016). The task is: Predict the product of the given reaction. (1) Given the reactants [NH2:1][C:2]1[CH:9]=[CH:8][C:5]([C:6]#[N:7])=[C:4]([Cl:10])[CH:3]=1.C[Al](C)C.[F:15][C:16]1[CH:21]=[C:20]([F:22])[CH:19]=[CH:18][C:17]=1[C@@:23]([OH:49])([CH2:43][N:44]1[CH:48]=[N:47][CH:46]=[N:45]1)[C@H:24]([S:26][C@@H:27]1[CH2:32][O:31][C@@H:30]([C:33]2[CH:42]=[CH:41][C:36]([C:37](OC)=[O:38])=[CH:35][CH:34]=2)[O:29][CH2:28]1)[CH3:25], predict the reaction product. The product is: [Cl:10][C:4]1[CH:3]=[C:2]([CH:9]=[CH:8][C:5]=1[C:6]#[N:7])[NH:1][C:37](=[O:38])[C:36]1[CH:41]=[CH:42][C:33]([C@H:30]2[O:29][CH2:28][C@H:27]([S:26][C@H:24]([CH3:25])[C@:23]([C:17]3[CH:18]=[CH:19][C:20]([F:22])=[CH:21][C:16]=3[F:15])([OH:49])[CH2:43][N:44]3[CH:48]=[N:47][CH:46]=[N:45]3)[CH2:32][O:31]2)=[CH:34][CH:35]=1. (2) Given the reactants Br[C:2]1[CH:7]=[CH:6][C:5]([S:8]([NH2:11])(=[O:10])=[O:9])=[CH:4][CH:3]=1.[C:12]([N:14]1[C:22]2[CH:21]=[CH:20][C:19]([CH3:23])=[CH:18][C:17]=2[C:16]2[CH2:24][N:25]([CH3:28])[CH2:26][CH2:27][C:15]1=2)#[CH:13].CCCC[N+](CCCC)(CCCC)CCCC.[F-], predict the reaction product. The product is: [CH3:28][N:25]1[CH2:26][CH2:27][C:15]2[N:14]([C:12]#[C:13][C:2]3[CH:7]=[CH:6][C:5]([S:8]([NH2:11])(=[O:10])=[O:9])=[CH:4][CH:3]=3)[C:22]3[CH:21]=[CH:20][C:19]([CH3:23])=[CH:18][C:17]=3[C:16]=2[CH2:24]1. (3) Given the reactants [N:1]#[C:2][NH2:3].[N:4]([C:7]1[CH:20]=[CH:19][C:10]([O:11][CH2:12][CH2:13][N:14]2[CH2:18][CH2:17][CH2:16][CH2:15]2)=[CH:9][CH:8]=1)=[C:5]=[S:6].Br[CH2:22][C:23]([C:25]1[CH:26]=[CH:27][C:28]2[O:32][CH2:31][CH:30]([CH3:33])[C:29]=2[CH:34]=1)=[O:24], predict the reaction product. The product is: [NH2:1][C:2]1[N:3]=[C:5]([NH:4][C:7]2[CH:8]=[CH:9][C:10]([O:11][CH2:12][CH2:13][N:14]3[CH2:15][CH2:16][CH2:17][CH2:18]3)=[CH:19][CH:20]=2)[S:6][C:22]=1[C:23]([C:25]1[CH:26]=[CH:27][C:28]2[O:32][CH2:31][CH:30]([CH3:33])[C:29]=2[CH:34]=1)=[O:24]. (4) Given the reactants I[C:2]1[CH:3]=[C:4]([CH:8]=[C:9]([N+:11]([O-:13])=[O:12])[CH:10]=1)[C:5]([OH:7])=[O:6].CCO.[CH3:17][O:18][C:19]1[CH:24]=[CH:23][CH:22]=[CH:21][C:20]=1B(O)O.C([O-])([O-])=O.[Cs+].[Cs+], predict the reaction product. The product is: [CH3:17][O:18][C:19]1[CH:24]=[CH:23][CH:22]=[CH:21][C:20]=1[C:2]1[CH:10]=[C:9]([N+:11]([O-:13])=[O:12])[CH:8]=[C:4]([C:5]([OH:7])=[O:6])[CH:3]=1. (5) The product is: [C:19]1([C:28]2[CH:29]=[CH:30][CH:31]=[CH:32][CH:33]=2)[CH:20]=[CH:21][C:22]([C:25]([NH:1][C:2]2[CH:7]=[CH:6][C:5]([C@@H:8]3[CH2:10][C@H:9]3[NH:11][C:12](=[O:18])[O:13][C:14]([CH3:15])([CH3:17])[CH3:16])=[CH:4][CH:3]=2)=[O:26])=[CH:23][CH:24]=1. Given the reactants [NH2:1][C:2]1[CH:7]=[CH:6][C:5]([C@@H:8]2[CH2:10][C@H:9]2[NH:11][C:12](=[O:18])[O:13][C:14]([CH3:17])([CH3:16])[CH3:15])=[CH:4][CH:3]=1.[C:19]1([C:28]2[CH:33]=[CH:32][CH:31]=[CH:30][CH:29]=2)[CH:24]=[CH:23][C:22]([C:25](O)=[O:26])=[CH:21][CH:20]=1.Cl.C(N=C=NCCCN(C)C)C.ON1C2C=CC=CC=2N=N1, predict the reaction product.